The task is: Regression. Given two drug SMILES strings and cell line genomic features, predict the synergy score measuring deviation from expected non-interaction effect.. This data is from NCI-60 drug combinations with 297,098 pairs across 59 cell lines. (1) Drug 1: CN(C)N=NC1=C(NC=N1)C(=O)N. Drug 2: C1=CC(=CC=C1CCCC(=O)O)N(CCCl)CCCl. Cell line: BT-549. Synergy scores: CSS=16.7, Synergy_ZIP=-8.45, Synergy_Bliss=1.53, Synergy_Loewe=-9.97, Synergy_HSA=0.542. (2) Drug 2: CC1=CC=C(C=C1)C2=CC(=NN2C3=CC=C(C=C3)S(=O)(=O)N)C(F)(F)F. Drug 1: CN(C)N=NC1=C(NC=N1)C(=O)N. Cell line: OVCAR-5. Synergy scores: CSS=2.22, Synergy_ZIP=-0.513, Synergy_Bliss=-0.351, Synergy_Loewe=-3.45, Synergy_HSA=-2.05. (3) Cell line: IGROV1. Drug 1: C1CN1C2=NC(=NC(=N2)N3CC3)N4CC4. Drug 2: C1=CC(=CC=C1CC(C(=O)O)N)N(CCCl)CCCl.Cl. Synergy scores: CSS=26.2, Synergy_ZIP=-11.3, Synergy_Bliss=-5.90, Synergy_Loewe=-1.30, Synergy_HSA=-0.310. (4) Drug 1: C1CCC(CC1)NC(=O)N(CCCl)N=O. Drug 2: CC1=CC2C(CCC3(C2CCC3(C(=O)C)OC(=O)C)C)C4(C1=CC(=O)CC4)C. Cell line: SF-295. Synergy scores: CSS=33.8, Synergy_ZIP=-3.09, Synergy_Bliss=-3.52, Synergy_Loewe=-15.5, Synergy_HSA=-5.75. (5) Drug 1: CC1OCC2C(O1)C(C(C(O2)OC3C4COC(=O)C4C(C5=CC6=C(C=C35)OCO6)C7=CC(=C(C(=C7)OC)O)OC)O)O. Drug 2: CCC(=C(C1=CC=CC=C1)C2=CC=C(C=C2)OCCN(C)C)C3=CC=CC=C3.C(C(=O)O)C(CC(=O)O)(C(=O)O)O. Cell line: SK-MEL-5. Synergy scores: CSS=8.87, Synergy_ZIP=-6.79, Synergy_Bliss=2.46, Synergy_Loewe=-15.4, Synergy_HSA=-2.34. (6) Drug 1: CN(C)C1=NC(=NC(=N1)N(C)C)N(C)C. Drug 2: CCC1(CC2CC(C3=C(CCN(C2)C1)C4=CC=CC=C4N3)(C5=C(C=C6C(=C5)C78CCN9C7C(C=CC9)(C(C(C8N6C)(C(=O)OC)O)OC(=O)C)CC)OC)C(=O)OC)O.OS(=O)(=O)O. Cell line: SK-MEL-5. Synergy scores: CSS=38.9, Synergy_ZIP=-0.306, Synergy_Bliss=-1.65, Synergy_Loewe=-82.2, Synergy_HSA=-5.60. (7) Drug 1: C1=NC2=C(N1)C(=S)N=C(N2)N. Drug 2: CC1=C(N=C(N=C1N)C(CC(=O)N)NCC(C(=O)N)N)C(=O)NC(C(C2=CN=CN2)OC3C(C(C(C(O3)CO)O)O)OC4C(C(C(C(O4)CO)O)OC(=O)N)O)C(=O)NC(C)C(C(C)C(=O)NC(C(C)O)C(=O)NCCC5=NC(=CS5)C6=NC(=CS6)C(=O)NCCC[S+](C)C)O. Cell line: OVCAR-5. Synergy scores: CSS=35.7, Synergy_ZIP=-1.92, Synergy_Bliss=-2.46, Synergy_Loewe=-1.94, Synergy_HSA=-1.13. (8) Drug 1: C1=NC2=C(N1)C(=S)N=C(N2)N. Drug 2: CN1C2=C(C=C(C=C2)N(CCCl)CCCl)N=C1CCCC(=O)O.Cl. Cell line: NCI/ADR-RES. Synergy scores: CSS=19.2, Synergy_ZIP=-4.50, Synergy_Bliss=-8.76, Synergy_Loewe=-26.3, Synergy_HSA=-8.80. (9) Drug 1: CC1=C(C=C(C=C1)C(=O)NC2=CC(=CC(=C2)C(F)(F)F)N3C=C(N=C3)C)NC4=NC=CC(=N4)C5=CN=CC=C5. Drug 2: C1CC(=O)NC(=O)C1N2C(=O)C3=CC=CC=C3C2=O. Cell line: U251. Synergy scores: CSS=-2.94, Synergy_ZIP=2.83, Synergy_Bliss=3.37, Synergy_Loewe=-3.57, Synergy_HSA=-4.01.